From a dataset of Reaction yield outcomes from USPTO patents with 853,638 reactions. Predict the reaction yield, written as a fraction of the theoretical maximum amount of product (1.0 means a 100% yield; for example, 0.34 means a 34% yield). The reactants are [F:1][C:2]([F:19])([F:18])[CH:3]1[C:8]([C:9]([O:11][CH2:12][CH3:13])=[O:10])=[CH:7][C:6]2[CH:14]=[CH:15][CH:16]=[CH:17][C:5]=2[O:4]1.[Cl-].[Al+3].[Cl-].[Cl-].[C:24](Cl)(=[O:31])[C:25]1[CH:30]=[CH:29][CH:28]=[CH:27][CH:26]=1.Cl. The catalyst is ClCCCl. The product is [C:24]([C:15]1[CH:16]=[CH:17][C:5]2[O:4][CH:3]([C:2]([F:1])([F:18])[F:19])[C:8]([C:9]([O:11][CH2:12][CH3:13])=[O:10])=[CH:7][C:6]=2[CH:14]=1)(=[O:31])[C:25]1[CH:30]=[CH:29][CH:28]=[CH:27][CH:26]=1. The yield is 0.120.